Dataset: HIV replication inhibition screening data with 41,000+ compounds from the AIDS Antiviral Screen. Task: Binary Classification. Given a drug SMILES string, predict its activity (active/inactive) in a high-throughput screening assay against a specified biological target. (1) The drug is O=[N+]([O-])c1cc(C(F)(F)F)ccc1S(=O)(=O)c1ccccc1. The result is 0 (inactive). (2) The compound is COc1ccc(CCNC(=S)NC=Cc2nc3ccccc3nc2O)cc1OC. The result is 0 (inactive). (3) The drug is COc1cc(-c2ccc(N=Nc3ccc4c(S(=O)(=O)O)cc(S(=O)(=O)O)c(N)c4c3O)c(OC)c2)ccc1N=Nc1ccc2c(S(=O)(=O)O)cc(S(=O)(=O)O)c(N)c2c1O.[NaH]. The result is 1 (active). (4) The molecule is CC1=CC(=O)C(=CNC(=S)NCc2ccccc2)C(=O)O1. The result is 0 (inactive). (5) The drug is N=C1NC2(CS1)CSC(=N)N2. The result is 0 (inactive). (6) The drug is OC12c3ccccc3C1CCCCCCCCCC21OCCO1. The result is 0 (inactive). (7) The molecule is COc1ccccc1C(C(=O)NC1CN2CCC1CC2)c1ccsc1. The result is 0 (inactive). (8) The molecule is Cc1ccc([N+](=O)[O-])cc1NC(=O)N1CCCCC1C. The result is 0 (inactive). (9) The drug is CCOC(=O)C(NCc1ccccc1)(NC(=O)c1ccccc1)C(F)(F)F. The result is 0 (inactive).